This data is from Forward reaction prediction with 1.9M reactions from USPTO patents (1976-2016). The task is: Predict the product of the given reaction. (1) The product is: [F:1][C:2]1[CH:3]=[CH:4][C:5]([C:8]2[NH:17][C:11]3=[N:12][CH:13]=[C:14]([NH:16][CH2:24][C:21]4[CH:20]=[C:19]([CH3:18])[NH:23][N:22]=4)[CH:15]=[C:10]3[CH:9]=2)=[CH:6][CH:7]=1. Given the reactants [F:1][C:2]1[CH:7]=[CH:6][C:5]([C:8]2[NH:17][C:11]3=[N:12][CH:13]=[C:14]([NH2:16])[CH:15]=[C:10]3[CH:9]=2)=[CH:4][CH:3]=1.[CH3:18][C:19]1[NH:23][N:22]=[C:21]([CH:24]=O)[CH:20]=1.FC(F)(F)C(O)=O.C([SiH](CC)CC)C, predict the reaction product. (2) Given the reactants I[C:2]1[CH:3]=[C:4]2[C:27](=[CH:28][CH:29]=1)[C:8]1=[N:9][O:10][C:11]([C:12]3[C:16]([C:17]([F:20])([F:19])[F:18])=[C:15]([C:21]4[CH:26]=[CH:25][CH:24]=[CH:23][CH:22]=4)[O:14][N:13]=3)=[C:7]1[CH2:6][CH2:5]2.C([O-])(=O)C.[K+].[CH:35]1([OH:40])[CH2:39][CH2:38][CH:37]=[CH:36]1, predict the reaction product. The product is: [C:21]1([C:15]2[O:14][N:13]=[C:12]([C:11]3[O:10][N:9]=[C:8]4[C:27]5[C:4]([CH2:5][CH2:6][C:7]=34)=[CH:3][C:2]([CH:37]3[CH2:38][CH2:39][C:35](=[O:40])[CH2:36]3)=[CH:29][CH:28]=5)[C:16]=2[C:17]([F:19])([F:20])[F:18])[CH:26]=[CH:25][CH:24]=[CH:23][CH:22]=1. (3) The product is: [Cl:1][C:2]1[CH:3]=[CH:4][C:5]([S:8]([NH:11][C@H:12]2[CH2:16][CH2:15][N:14]([C:17]3[N:22]4[N:23]=[CH:24][CH:25]=[C:21]4[N:20]=[C:19]([CH3:26])[C:18]=3[CH:27]([CH2:33][CH2:34][CH3:35])[C:28]([OH:30])=[O:29])[CH2:13]2)(=[O:9])=[O:10])=[CH:6][CH:7]=1. Given the reactants [Cl:1][C:2]1[CH:7]=[CH:6][C:5]([S:8]([NH:11][C@H:12]2[CH2:16][CH2:15][N:14]([C:17]3[N:22]4[N:23]=[CH:24][CH:25]=[C:21]4[N:20]=[C:19]([CH3:26])[C:18]=3[CH:27]([CH2:33][CH2:34][CH3:35])[C:28]([O:30]CC)=[O:29])[CH2:13]2)(=[O:10])=[O:9])=[CH:4][CH:3]=1.[OH-].[Na+], predict the reaction product. (4) Given the reactants [Br:1][C:2]1[CH:7]=[CH:6][N:5]=[C:4](F)[CH:3]=1.[N:9]1[CH:14]=[CH:13][CH:12]=[CH:11][C:10]=1[CH2:15][NH2:16], predict the reaction product. The product is: [Br:1][C:2]1[CH:7]=[CH:6][N:5]=[C:4]([NH:16][CH2:15][C:10]2[CH:11]=[CH:12][CH:13]=[CH:14][N:9]=2)[CH:3]=1.